Dataset: NCI-60 drug combinations with 297,098 pairs across 59 cell lines. Task: Regression. Given two drug SMILES strings and cell line genomic features, predict the synergy score measuring deviation from expected non-interaction effect. (1) Drug 1: C1=CC(=CC=C1CC(C(=O)O)N)N(CCCl)CCCl.Cl. Drug 2: CN(C(=O)NC(C=O)C(C(C(CO)O)O)O)N=O. Cell line: SN12C. Synergy scores: CSS=0.630, Synergy_ZIP=-6.58, Synergy_Bliss=-6.67, Synergy_Loewe=-7.45, Synergy_HSA=-7.27. (2) Drug 1: CC1=C(C(=CC=C1)Cl)NC(=O)C2=CN=C(S2)NC3=CC(=NC(=N3)C)N4CCN(CC4)CCO. Drug 2: C1C(C(OC1N2C=NC3=C2NC=NCC3O)CO)O. Cell line: OVCAR-8. Synergy scores: CSS=-1.55, Synergy_ZIP=-0.517, Synergy_Bliss=-1.32, Synergy_Loewe=-7.13, Synergy_HSA=-3.24. (3) Drug 1: CCC1(CC2CC(C3=C(CCN(C2)C1)C4=CC=CC=C4N3)(C5=C(C=C6C(=C5)C78CCN9C7C(C=CC9)(C(C(C8N6C)(C(=O)OC)O)OC(=O)C)CC)OC)C(=O)OC)O.OS(=O)(=O)O. Drug 2: COCCOC1=C(C=C2C(=C1)C(=NC=N2)NC3=CC=CC(=C3)C#C)OCCOC.Cl. Cell line: SF-295. Synergy scores: CSS=-2.60, Synergy_ZIP=-1.72, Synergy_Bliss=-5.95, Synergy_Loewe=-6.10, Synergy_HSA=-5.90. (4) Drug 1: C1CN1P(=S)(N2CC2)N3CC3. Drug 2: COCCOC1=C(C=C2C(=C1)C(=NC=N2)NC3=CC=CC(=C3)C#C)OCCOC.Cl. Cell line: UACC62. Synergy scores: CSS=35.3, Synergy_ZIP=-2.41, Synergy_Bliss=2.36, Synergy_Loewe=0.380, Synergy_HSA=3.25. (5) Drug 1: C1=CC(=C2C(=C1NCCNCCO)C(=O)C3=C(C=CC(=C3C2=O)O)O)NCCNCCO. Drug 2: CCC(=C(C1=CC=CC=C1)C2=CC=C(C=C2)OCCN(C)C)C3=CC=CC=C3.C(C(=O)O)C(CC(=O)O)(C(=O)O)O. Cell line: T-47D. Synergy scores: CSS=42.3, Synergy_ZIP=4.02, Synergy_Bliss=3.94, Synergy_Loewe=4.09, Synergy_HSA=7.12. (6) Drug 1: CC(CN1CC(=O)NC(=O)C1)N2CC(=O)NC(=O)C2. Synergy scores: CSS=50.6, Synergy_ZIP=-4.66, Synergy_Bliss=-5.03, Synergy_Loewe=-3.88, Synergy_HSA=-0.0373. Drug 2: C1=NC2=C(N1)C(=S)N=C(N2)N. Cell line: 786-0. (7) Cell line: HCC-2998. Synergy scores: CSS=17.3, Synergy_ZIP=-6.07, Synergy_Bliss=-3.30, Synergy_Loewe=-1.85, Synergy_HSA=-1.01. Drug 2: CCC1(C2=C(COC1=O)C(=O)N3CC4=CC5=C(C=CC(=C5CN(C)C)O)N=C4C3=C2)O.Cl. Drug 1: COC1=NC(=NC2=C1N=CN2C3C(C(C(O3)CO)O)O)N. (8) Drug 1: C1C(C(OC1N2C=C(C(=O)NC2=O)F)CO)O. Drug 2: C(CCl)NC(=O)N(CCCl)N=O. Cell line: PC-3. Synergy scores: CSS=18.9, Synergy_ZIP=-5.74, Synergy_Bliss=0.641, Synergy_Loewe=-4.34, Synergy_HSA=2.79.